Dataset: Catalyst prediction with 721,799 reactions and 888 catalyst types from USPTO. Task: Predict which catalyst facilitates the given reaction. (1) The catalyst class is: 4. Product: [C:17]([C:19]1[CH:20]=[C:21]([C:31]2[CH:30]=[CH:7][CH:8]=[CH:3][C:2]=2[F:1])[C:22]2[O:24][C:23]([C:22]3[CH:26]=[CH:27][C:19]([C:17]([NH:16][CH2:15][CH:12]4[CH2:11][CH2:10][N:9]([C:5]5[N:4]=[C:3]([C:2]([F:29])([F:28])[F:1])[CH:8]=[CH:7][N:6]=5)[CH2:14][CH2:13]4)=[O:18])=[CH:20][CH:21]=3)=[N:37][C:40]=2[CH:27]=1)#[N:16]. Reactant: [F:1][C:2]([F:29])([F:28])[C:3]1[CH:8]=[CH:7][N:6]=[C:5]([N:9]2[CH2:14][CH2:13][CH:12]([CH2:15][NH:16][C:17]([C:19]3[CH:27]=[CH:26][C:22]([C:23](O)=[O:24])=[CH:21][CH:20]=3)=[O:18])[CH2:11][CH2:10]2)[N:4]=1.[C:30](Cl)(=O)[C:31](Cl)=O.C[N:37]([CH3:40])C=O. (2) Reactant: [Br:1][C:2]1[N:7]=[C:6]([NH2:8])[CH:5]=[CH:4][CH:3]=1.[H-].[Na+].Br[C:12]1[C:13]2[N:14]([C:19]([C:22]([NH:24][C:25]3[CH:30]=[CH:29][N:28]=[CH:27][C:26]=3[F:31])=[O:23])=[CH:20][N:21]=2)[N:15]=[C:16]([Cl:18])[CH:17]=1. Product: [Br:1][C:2]1[N:7]=[C:6]([NH:8][C:12]2[C:13]3[N:14]([C:19]([C:22]([NH:24][C:25]4[CH:30]=[CH:29][N:28]=[CH:27][C:26]=4[F:31])=[O:23])=[CH:20][N:21]=3)[N:15]=[C:16]([Cl:18])[CH:17]=2)[CH:5]=[CH:4][CH:3]=1. The catalyst class is: 118.